From a dataset of Full USPTO retrosynthesis dataset with 1.9M reactions from patents (1976-2016). Predict the reactants needed to synthesize the given product. Given the product [CH3:1][S:2]([N:6]1[CH2:11][CH2:10][NH:9][CH2:8][CH2:7]1)(=[O:4])=[O:3], predict the reactants needed to synthesize it. The reactants are: [CH3:1][S:2](Cl)(=[O:4])=[O:3].[N:6]1(C(OC(C)(C)C)=O)[CH2:11][CH2:10][NH:9][CH2:8][CH2:7]1.C(N(CC)CC)C.O.